Dataset: Reaction yield outcomes from USPTO patents with 853,638 reactions. Task: Predict the reaction yield, written as a fraction of the theoretical maximum amount of product (1.0 means a 100% yield; for example, 0.34 means a 34% yield). (1) The product is [N:26]1[CH:24]=[CH:23][CH:19]=[CH:18][C:17]=1[C:15]1[N:16]=[C:6]([C:5]2[CH:9]=[C:10]([N+:12]([O-:14])=[O:13])[CH:11]=[C:3]([C:1]#[N:2])[CH:4]=2)[O:7][N:31]=1. The yield is 0.500. The catalyst is ClCCl. The reactants are [C:1]([C:3]1[CH:4]=[C:5]([CH:9]=[C:10]([N+:12]([O-:14])=[O:13])[CH:11]=1)[C:6](Cl)=[O:7])#[N:2].[C:15]([C:17]1[CH:18]=[C:19]([CH:23]=[C:24]([N+:26]([O-])=O)C=1)C(O)=O)#[N:16].C([N:31](CC)CC)C. (2) The reactants are C(OC([N:8]1[CH2:13][CH:12]=[C:11]([C:14]2[CH:15]=[CH:16][C:17]([CH2:20][C@@H:21]([C:33]([O:35][CH3:36])=[O:34])[NH:22][C:23](=[O:32])[C:24]3[C:29]([Cl:30])=[CH:28][CH:27]=[CH:26][C:25]=3[Cl:31])=[N:18][CH:19]=2)[CH2:10][CH2:9]1)=O)(C)(C)C.Cl.O1CCOCC1.CO.N.CO. The catalyst is O1CCOCC1. The product is [Cl:31][C:25]1[CH:26]=[CH:27][CH:28]=[C:29]([Cl:30])[C:24]=1[C:23]([NH:22][C@H:21]([C:33]([O:35][CH3:36])=[O:34])[CH2:20][C:17]1[N:18]=[CH:19][C:14]([C:11]2[CH2:12][CH2:13][NH:8][CH2:9][CH:10]=2)=[CH:15][CH:16]=1)=[O:32]. The yield is 0.900. (3) The catalyst is CCO.O1CCOCC1. The product is [S:1]([N:11]1[C:15]2=[N:16][CH:17]=[C:18]([CH2:20][OH:21])[N:19]=[C:14]2[CH:13]=[CH:12]1)([C:4]1[CH:5]=[CH:6][C:7]([CH3:8])=[CH:9][CH:10]=1)(=[O:2])=[O:3]. The yield is 0.950. The reactants are [S:1]([N:11]1[C:15]2=[N:16][CH:17]=[C:18]([CH:20]=[O:21])[N:19]=[C:14]2[CH:13]=[CH:12]1)([C:4]1[CH:10]=[CH:9][C:7]([CH3:8])=[CH:6][CH:5]=1)(=[O:3])=[O:2].[BH4-].[Na+].Cl. (4) The reactants are [Cl-].COC1C=C(OC)NN([N+]2(C)CCOCC2)N=1.[Cl:19][CH2:20][CH2:21][CH2:22][O:23][C:24]1[CH:33]=[C:32]2[C:27]([C:28]([NH:34][C:35]3[CH:36]=[N:37][N:38]([CH2:40][C:41](O)=[O:42])[CH:39]=3)=[N:29][CH:30]=[N:31]2)=[CH:26][CH:25]=1.[F:44][C:45]1[CH:51]=[CH:50][CH:49]=[C:48]([F:52])[C:46]=1[NH2:47].O. The catalyst is CN(C)C=O. The product is [Cl:19][CH2:20][CH2:21][CH2:22][O:23][C:24]1[CH:33]=[C:32]2[C:27]([C:28]([NH:34][C:35]3[CH:36]=[N:37][N:38]([CH2:40][C:41]([NH:47][C:46]4[C:45]([F:44])=[CH:51][CH:50]=[CH:49][C:48]=4[F:52])=[O:42])[CH:39]=3)=[N:29][CH:30]=[N:31]2)=[CH:26][CH:25]=1. The yield is 0.770. (5) The reactants are [C:1]([C:3]1[C:4]([N:15]2[CH2:20][CH2:19][CH2:18][CH:17]([CH2:21][C:22](O)=[O:23])[CH2:16]2)=[N:5][C:6]([CH3:14])=[C:7]([C:9]([O:11][CH2:12][CH3:13])=[O:10])[CH:8]=1)#[N:2].CCN=C=NCCCN(C)C.C1C=CC2N(O)N=NC=2C=1.[Cl:46][C:47]1[S:51][C:50]([S:52]([NH2:55])(=[O:54])=[O:53])=[CH:49][CH:48]=1.CCN(C(C)C)C(C)C. The product is [Cl:46][C:47]1[S:51][C:50]([S:52]([NH:55][C:22](=[O:23])[CH2:21][CH:17]2[CH2:18][CH2:19][CH2:20][N:15]([C:4]3[C:3]([C:1]#[N:2])=[CH:8][C:7]([C:9]([O:11][CH2:12][CH3:13])=[O:10])=[C:6]([CH3:14])[N:5]=3)[CH2:16]2)(=[O:54])=[O:53])=[CH:49][CH:48]=1. The catalyst is C(Cl)Cl. The yield is 0.200.